This data is from Forward reaction prediction with 1.9M reactions from USPTO patents (1976-2016). The task is: Predict the product of the given reaction. Given the reactants [CH2:1]([CH:15]([CH2:17][CH2:18][CH2:19][CH2:20][CH2:21][CH2:22][CH2:23][CH2:24][CH2:25][CH2:26][CH2:27][CH2:28][CH2:29][CH3:30])[OH:16])[CH2:2][CH2:3][CH2:4][CH2:5][CH2:6][CH2:7][CH2:8][CH2:9][CH2:10][CH2:11][CH2:12][CH2:13][CH3:14].Cl[C:32]([O:34][C:35]1[CH:40]=[CH:39][C:38]([N+:41]([O-:43])=[O:42])=[CH:37][CH:36]=1)=[O:33], predict the reaction product. The product is: [C:32](=[O:33])([O:34][C:35]1[CH:36]=[CH:37][C:38]([N+:41]([O-:43])=[O:42])=[CH:39][CH:40]=1)[O:16][CH:15]([CH2:1][CH2:2][CH2:3][CH2:4][CH2:5][CH2:6][CH2:7][CH2:8][CH2:9][CH2:10][CH2:11][CH2:12][CH2:13][CH3:14])[CH2:17][CH2:18][CH2:19][CH2:20][CH2:21][CH2:22][CH2:23][CH2:24][CH2:25][CH2:26][CH2:27][CH2:28][CH2:29][CH3:30].